This data is from Forward reaction prediction with 1.9M reactions from USPTO patents (1976-2016). The task is: Predict the product of the given reaction. Given the reactants [C:1]([N:4]1[C:13]2[C:8](=[CH:9][C:10]([C:14]3[CH:22]=[CH:21][C:17]([C:18](O)=[O:19])=[CH:16][CH:15]=3)=[CH:11][CH:12]=2)[C@H:7]([NH:23][C:24]2[CH:29]=[CH:28][C:27]([C:30]#[N:31])=[CH:26][N:25]=2)[CH2:6][C@@H:5]1[CH3:32])(=[O:3])[CH3:2].CN(C(ON1N=NC2C=CC=NC1=2)=[N+](C)C)C.F[P-](F)(F)(F)(F)F.CCN(C(C)C)C(C)C.[NH2:66][CH:67]([CH2:70][OH:71])[CH2:68][OH:69], predict the reaction product. The product is: [C:1]([N:4]1[C:13]2[C:8](=[CH:9][C:10]([C:14]3[CH:15]=[CH:16][C:17]([C:18]([NH:66][CH:67]([CH2:70][OH:71])[CH2:68][OH:69])=[O:19])=[CH:21][CH:22]=3)=[CH:11][CH:12]=2)[C@H:7]([NH:23][C:24]2[CH:29]=[CH:28][C:27]([C:30]#[N:31])=[CH:26][N:25]=2)[CH2:6][C@@H:5]1[CH3:32])(=[O:3])[CH3:2].